This data is from Full USPTO retrosynthesis dataset with 1.9M reactions from patents (1976-2016). The task is: Predict the reactants needed to synthesize the given product. (1) The reactants are: [H-].[Na+].[Br:3][C:4]1[CH:5]=[C:6]([N+:12]([O-:14])=[O:13])[C:7]([CH3:11])=[C:8]([OH:10])[CH:9]=1.[CH2:15](Br)[C:16]1[CH:21]=[CH:20][CH:19]=[CH:18][CH:17]=1. Given the product [CH2:15]([O:10][C:8]1[CH:9]=[C:4]([Br:3])[CH:5]=[C:6]([N+:12]([O-:14])=[O:13])[C:7]=1[CH3:11])[C:16]1[CH:21]=[CH:20][CH:19]=[CH:18][CH:17]=1, predict the reactants needed to synthesize it. (2) Given the product [Cl:1][C:2]1[CH:3]=[C:4]2[C:8](=[C:9]([Cl:11])[CH:10]=1)[NH:7][C:6](=[O:12])[C:5]2([CH2:14][CH2:15][CH2:16][CH2:17][N:29]1[CH2:28][CH2:27][N:26]([C:23]2[CH:22]=[CH:21][C:20]([Cl:19])=[CH:25][CH:24]=2)[CH2:31][CH2:30]1)[CH3:13], predict the reactants needed to synthesize it. The reactants are: [Cl:1][C:2]1[CH:3]=[C:4]2[C:8](=[C:9]([Cl:11])[CH:10]=1)[NH:7][C:6](=[O:12])[C:5]2([CH2:14][CH2:15][CH2:16][CH2:17]Cl)[CH3:13].[Cl:19][C:20]1[CH:25]=[CH:24][C:23]([N:26]2[CH2:31][CH2:30][NH:29][CH2:28][CH2:27]2)=[CH:22][CH:21]=1. (3) Given the product [CH2:17]([O:19][C:20]1[CH:21]=[C:22]([CH:23]2[C:8]([C:9]3[CH:10]=[C:11]([CH3:15])[CH:12]=[CH:13][CH:14]=3)=[C:7]([C:1]3[CH:6]=[CH:5][CH:4]=[CH:3][CH:2]=3)[NH:35][C:33](=[O:34])[NH:32]2)[CH:25]=[C:26]([N+:29]([O-:31])=[O:30])[C:27]=1[OH:28])[CH3:18], predict the reactants needed to synthesize it. The reactants are: [C:1]1([C:7](=O)[CH2:8][C:9]2[CH:10]=[C:11]([CH3:15])[CH:12]=[CH:13][CH:14]=2)[CH:6]=[CH:5][CH:4]=[CH:3][CH:2]=1.[CH2:17]([O:19][C:20]1[CH:21]=[C:22]([CH:25]=[C:26]([N+:29]([O-:31])=[O:30])[C:27]=1[OH:28])[CH:23]=O)[CH3:18].[NH2:32][C:33]([NH2:35])=[O:34].Cl. (4) Given the product [Cl:1][C:2]1[CH:3]=[C:4]([N:13]2[CH2:14][CH2:15][O:16][CH2:17][CH2:18]2)[C:5]2[N:6]([C:8]([C:20]3[CH:21]=[N:22][CH:23]=[CH:24][CH:25]=3)=[C:9]([CH:11]=[O:12])[N:10]=2)[N:7]=1, predict the reactants needed to synthesize it. The reactants are: [Cl:1][C:2]1[CH:3]=[C:4]([N:13]2[CH2:18][CH2:17][O:16][CH2:15][CH2:14]2)[C:5]2[N:6]([CH:8]=[C:9]([CH:11]=[O:12])[N:10]=2)[N:7]=1.Br[C:20]1[CH:21]=[N:22][CH:23]=[CH:24][CH:25]=1. (5) Given the product [CH3:11][O:12][C:13]1[N:14]=[CH:15][C:16]([CH2:19][NH:4][C:3]2[CH:5]=[CH:6][CH:7]=[CH:8][C:2]=2[C:1]([OH:10])=[O:9])=[CH:17][CH:18]=1, predict the reactants needed to synthesize it. The reactants are: [C:1]([OH:10])(=[O:9])[C:2]1[C:3](=[CH:5][CH:6]=[CH:7][CH:8]=1)[NH2:4].[CH3:11][O:12][C:13]1[CH:18]=[CH:17][C:16]([CH:19]=O)=[CH:15][N:14]=1. (6) Given the product [F:21][C:4]1[CH:3]=[C:2]([C:27]2[CH:28]=[CH:29][C:24]([O:23][CH3:22])=[CH:25][CH:26]=2)[CH:7]=[CH:6][C:5]=1[C:8]([N:10]1[CH2:14][CH2:13][CH2:12][C@H:11]1[CH2:15][N:16]1[CH2:20][CH2:19][CH2:18][CH2:17]1)=[O:9], predict the reactants needed to synthesize it. The reactants are: Br[C:2]1[CH:7]=[CH:6][C:5]([C:8]([N:10]2[CH2:14][CH2:13][CH2:12][C@H:11]2[CH2:15][N:16]2[CH2:20][CH2:19][CH2:18][CH2:17]2)=[O:9])=[C:4]([F:21])[CH:3]=1.[CH3:22][O:23][C:24]1[CH:29]=[CH:28][C:27](B(O)O)=[CH:26][CH:25]=1. (7) Given the product [O:15]=[C:9]1[C:8]2[S:19][CH2:18][C@@H:17]([C:20]([OH:22])=[O:21])[NH:16][C:13]=2[CH2:12][CH2:11][CH2:10]1, predict the reactants needed to synthesize it. The reactants are: N1C=CC=CC=1.Br[CH:8]1[C:13](=O)[CH2:12][CH2:11][CH2:10][C:9]1=[O:15].[NH2:16][C@H:17]([C:20]([OH:22])=[O:21])[CH2:18][SH:19].